Dataset: HIV replication inhibition screening data with 41,000+ compounds from the AIDS Antiviral Screen. Task: Binary Classification. Given a drug SMILES string, predict its activity (active/inactive) in a high-throughput screening assay against a specified biological target. (1) The result is 0 (inactive). The drug is NC(=O)C(=O)NN=Cc1ccc([N+](=O)[O-])o1. (2) The drug is CN(C)Cc1c[nH]c2ncnc(O)c12. The result is 0 (inactive). (3) The molecule is CN1C(=O)N(C)C2(O)c3ccccc3C(=O)C12O. The result is 0 (inactive). (4) The molecule is CC(=O)C=c1[nH]c(=CC=Cc2ccccc2)c(=O)n1C=C1C(=O)Oc2ccccc2C1=O. The result is 0 (inactive). (5) The molecule is CCc1n[nH]c(=O)n1NC(=O)CCCC(=O)O. The result is 0 (inactive). (6) The drug is CCOC(=O)C(NC(=O)c1nc[nH]c1[N+](=O)[O-])C(C)C. The result is 0 (inactive). (7) The drug is c1ccc2sc(SSSc3nc4ccccc4s3)nc2c1. The result is 1 (active). (8) The molecule is O=c1c(-c2ccc(O)cc2)coc2cc(O)cc(O)c12. The result is 0 (inactive).